This data is from Forward reaction prediction with 1.9M reactions from USPTO patents (1976-2016). The task is: Predict the product of the given reaction. (1) Given the reactants Br[CH2:2][CH:3]([O:7][CH2:8][CH3:9])[O:4][CH2:5][CH3:6].[Br:10][C:11]1[CH:16]=[CH:15][C:14]([OH:17])=[CH:13][CH:12]=1.C(=O)([O-])[O-].[K+].[K+], predict the reaction product. The product is: [Br:10][C:11]1[CH:16]=[CH:15][C:14]([O:17][CH2:2][CH:3]([O:7][CH2:8][CH3:9])[O:4][CH2:5][CH3:6])=[CH:13][CH:12]=1. (2) Given the reactants FC(F)(F)C(O)=O.C(OC([CH2:15][NH:16][C:17]1[CH:18]=[C:19]([C:23]2[N:28]=[CH:27][C:26](/[CH:29]=[C:30](\[O:36][CH2:37][CH3:38])/[C:31]([O:33][CH2:34][CH3:35])=[O:32])=[CH:25][CH:24]=2)[CH:20]=[CH:21][CH:22]=1)=O)(C)(C)C.O, predict the reaction product. The product is: [CH2:37]([O:36]/[C:30](=[CH:29]\[C:26]1[CH:27]=[N:28][C:23]([C:19]2[CH:20]=[CH:21][CH:22]=[C:17]([NH:16][CH3:15])[CH:18]=2)=[CH:24][CH:25]=1)/[C:31]([O:33][CH2:34][CH3:35])=[O:32])[CH3:38]. (3) Given the reactants [F:1][C:2]([F:25])([F:24])[C@@H:3]1[CH2:8][CH2:7][C@H:6]([NH:9][C:10]2[CH:11]=[C:12]3[C:17](=[CH:18][CH:19]=2)[CH:16]=[C:15]([C:20]([O:22][CH3:23])=[O:21])[CH:14]=[CH:13]3)[CH2:5][CH2:4]1.C(O)(C(F)(F)F)=O.C1C(=O)N([I:40])C(=O)C1, predict the reaction product. The product is: [I:40][C:11]1[C:10]([NH:9][C@H:6]2[CH2:7][CH2:8][C@@H:3]([C:2]([F:24])([F:25])[F:1])[CH2:4][CH2:5]2)=[CH:19][CH:18]=[C:17]2[C:12]=1[CH:13]=[CH:14][C:15]([C:20]([O:22][CH3:23])=[O:21])=[CH:16]2. (4) Given the reactants [CH:1]([C@H:4]1[CH2:9][CH2:8][C@H:7]([C:10](Cl)=[O:11])[CH2:6][CH2:5]1)([CH3:3])[CH3:2].[NH2:13][C@@H:14]([C:22]([OH:24])=[O:23])[CH2:15][C:16]1[CH:21]=[CH:20][CH:19]=[CH:18][CH:17]=1, predict the reaction product. The product is: [CH3:2][CH:1]([CH3:3])[C@@H:4]1[CH2:9][CH2:8][C@@H:7]([C:10]([NH:13][C@H:14]([CH2:15][C:16]2[CH:21]=[CH:20][CH:19]=[CH:18][CH:17]=2)[C:22]([OH:24])=[O:23])=[O:11])[CH2:6][CH2:5]1. (5) Given the reactants [C:1]([O:5][C:6]([N:8]1[CH2:20][CH2:19][C:11]2([CH2:14][CH:13]([CH2:15][C:16](O)=[O:17])[CH2:12]2)[CH2:10][CH2:9]1)=[O:7])([CH3:4])([CH3:3])[CH3:2].C(N(CC)CC)C.ClC(OCC)=O.Cl.Cl.[NH2:36][CH:37]1[CH2:43][CH:42]2[N:44]([CH3:45])[CH:39]([CH2:40][CH2:41]2)[CH2:38]1, predict the reaction product. The product is: [CH3:45][N:44]1[CH:39]2[CH2:40][CH2:41][CH:42]1[CH2:43][CH:37]([NH:36][C:16](=[O:17])[CH2:15][CH:13]1[CH2:12][C:11]3([CH2:10][CH2:9][N:8]([C:6]([O:5][C:1]([CH3:2])([CH3:3])[CH3:4])=[O:7])[CH2:20][CH2:19]3)[CH2:14]1)[CH2:38]2. (6) Given the reactants [BrH:1].Br.[CH3:3][O:4][C:5]1[CH:6]=[C:7]([N:11]2[CH2:16][CH2:15][NH:14][CH2:13][CH2:12]2)[CH:8]=[CH:9][CH:10]=1.[OH-].[Na+], predict the reaction product. The product is: [Br:1][C:10]1[CH:9]=[CH:8][C:7]([N:11]2[CH2:16][CH2:15][NH:14][CH2:13][CH2:12]2)=[CH:6][C:5]=1[O:4][CH3:3]. (7) Given the reactants [CH3:1][O:2][C:3]1[N:7]([CH3:8])[N:6]=[CH:5][CH:4]=1.[Br-:9].[Br-].[Br-].[NH+]1C=CC=CC=1.[NH+]1C=CC=CC=1.[NH+]1C=CC=CC=1.C([O-])(O)=O.[Na+], predict the reaction product. The product is: [Br:9][C:4]1[CH:5]=[N:6][N:7]([CH3:8])[C:3]=1[O:2][CH3:1]. (8) Given the reactants [Br:1][C:2]1[CH:7]=[C:6]([F:8])[CH:5]=[CH:4][C:3]=1[S:9]([NH:12][C:13]1[C:22]([C:23]([O:25][CH3:26])=[O:24])=[C:21]2[C:16]([C@H:17]3[CH2:29][CH2:28][O:27][C@H:18]3CO2)=[CH:15][CH:14]=1)(=[O:11])=[O:10].[C:30]([N:33]1C2C(=CC=C(N)C=2C(OC)=O)[C@H]2CCO[C@H]2[CH2:34]1)(=[O:32])[CH3:31].BrC1C=C(F)C=CC=1S(Cl)(=O)=O, predict the reaction product. The product is: [C:30]([N:33]1[C:21]2[C:16](=[CH:15][CH:14]=[C:13]([NH:12][S:9]([C:3]3[CH:4]=[CH:5][C:6]([F:8])=[CH:7][C:2]=3[Br:1])(=[O:10])=[O:11])[C:22]=2[C:23]([O:25][CH3:26])=[O:24])[C@H:17]2[CH2:29][CH2:28][O:27][C@H:18]2[CH2:34]1)(=[O:32])[CH3:31].